From a dataset of Full USPTO retrosynthesis dataset with 1.9M reactions from patents (1976-2016). Predict the reactants needed to synthesize the given product. (1) Given the product [F:1][C:2]1[CH:7]=[CH:6][C:5]([F:8])=[CH:4][C:3]=1[C@H:9]1[CH2:13][CH2:12][CH2:11][N:10]1[C:14]1[CH:19]=[CH:18][N:17]2[N:20]=[CH:21][C:22]([C:25]#[C:24][Si:26]([CH3:29])([CH3:28])[CH3:27])=[C:16]2[N:15]=1, predict the reactants needed to synthesize it. The reactants are: [F:1][C:2]1[CH:7]=[CH:6][C:5]([F:8])=[CH:4][C:3]=1[C@H:9]1[CH2:13][CH2:12][CH2:11][N:10]1[C:14]1[CH:19]=[CH:18][N:17]2[N:20]=[CH:21][C:22](I)=[C:16]2[N:15]=1.[C:24]([Si:26]([CH3:29])([CH3:28])[CH3:27])#[CH:25]. (2) Given the product [Cl:1][C:2]1[N:7]=[N:6][C:5]([O:8][CH:10]([F:18])[F:9])=[CH:4][CH:3]=1, predict the reactants needed to synthesize it. The reactants are: [Cl:1][C:2]1[CH:3]=[CH:4][C:5](=[O:8])[NH:6][N:7]=1.[F:9][C:10]([F:18])(S(F)(=O)=O)C(O)=O. (3) The reactants are: Cl[C:2]1[C:11]2[C:6](=[C:7]([C:12]3[CH:16]=[CH:15][S:14][CH:13]=3)[CH:8]=[CH:9][CH:10]=2)[CH:5]=[CH:4][N:3]=1.[CH3:17][C:18]1[C:23]([O:24][C:25]2[N:30]=[CH:29][C:28]([NH2:31])=[CH:27][CH:26]=2)=[CH:22][CH:21]=[CH:20][N:19]=1.C(=O)([O-])[O-].[K+].[K+]. Given the product [CH3:17][C:18]1[C:23]([O:24][C:25]2[N:30]=[CH:29][C:28]([NH:31][C:2]3[C:11]4[C:6](=[C:7]([C:12]5[CH:16]=[CH:15][S:14][CH:13]=5)[CH:8]=[CH:9][CH:10]=4)[CH:5]=[CH:4][N:3]=3)=[CH:27][CH:26]=2)=[CH:22][CH:21]=[CH:20][N:19]=1, predict the reactants needed to synthesize it. (4) Given the product [CH:33]1([CH2:32][N:13]2[C:14](=[O:29])[C:15]3([CH2:20][CH2:19][CH:18]([C:21]4[CH:26]=[CH:25][CH:24]=[C:23]([O:27][CH3:28])[CH:22]=4)[CH2:17][CH2:16]3)[N:11]([CH2:10][CH2:9][C:3]3[CH:4]=[CH:5][C:6]([Cl:8])=[CH:7][C:2]=3[Cl:1])[C:12]2=[O:30])[CH2:36][CH2:35][CH2:34]1, predict the reactants needed to synthesize it. The reactants are: [Cl:1][C:2]1[CH:7]=[C:6]([Cl:8])[CH:5]=[CH:4][C:3]=1[CH2:9][CH2:10][N:11]1[C:15]2([CH2:20][CH2:19][CH:18]([C:21]3[CH:26]=[CH:25][CH:24]=[C:23]([O:27][CH3:28])[CH:22]=3)[CH2:17][CH2:16]2)[C:14](=[O:29])[NH:13][C:12]1=[O:30].Br[CH2:32][CH:33]1[CH2:36][CH2:35][CH2:34]1.C(=O)([O-])[O-].[K+].[K+].